From a dataset of Catalyst prediction with 721,799 reactions and 888 catalyst types from USPTO. Predict which catalyst facilitates the given reaction. (1) Reactant: [C:1]([O:5][C:6]([N:8]1[CH2:14][CH2:13][C:12]2[CH:15]=[CH:16][C:17]([C:19]3[O:20]C=CC=3)=[CH:18][C:11]=2[C@H:10]([CH3:24])[CH2:9]1)=[O:7])([CH3:4])([CH3:3])[CH3:2].C(Cl)(Cl)(Cl)Cl.CC#N.[OH2:33]. Product: [C:1]([O:5][C:6]([N:8]1[CH2:9][C@@H:10]([CH3:24])[C:11]2[CH:18]=[C:17]([C:19]([OH:33])=[O:20])[CH:16]=[CH:15][C:12]=2[CH2:13][CH2:14]1)=[O:7])([CH3:4])([CH3:3])[CH3:2]. The catalyst class is: 740. (2) Reactant: [NH2:1][C:2]1[C:11]([OH:12])=[C:10]2[C:5]([C:6](=[O:23])[C:7]([C:16]3[CH:21]=[CH:20][C:19]([Cl:22])=[CH:18][CH:17]=3)=[C:8]([CH:13]([CH3:15])[CH3:14])[O:9]2)=[CH:4][CH:3]=1.C([O-])(O)=O.[Na+].Br[CH2:30][C:31](Br)=[O:32].C([O-])([O-])=O.[K+].[K+]. Product: [Cl:22][C:19]1[CH:18]=[CH:17][C:16]([C:7]2[C:6](=[O:23])[C:5]3[C:10](=[C:11]4[C:2](=[CH:3][CH:4]=3)[NH:1][C:31](=[O:32])[CH2:30][O:12]4)[O:9][C:8]=2[CH:13]([CH3:14])[CH3:15])=[CH:21][CH:20]=1. The catalyst class is: 9. (3) Reactant: Br[C:2]1[CH:7]=[CH:6][CH:5]=[CH:4][C:3]=1[CH:8]([CH3:10])[CH3:9].[Li]CCCC.[C:16]([O:20][C:21](=[O:36])[C:22]([C:34]#[N:35])=[CH:23][C:24]1[C:33]2[C:28](=[CH:29][CH:30]=[CH:31][CH:32]=2)[CH:27]=[CH:26][CH:25]=1)([CH3:19])([CH3:18])[CH3:17]. Product: [C:34]([CH:22]([CH:23]([C:2]1[CH:7]=[CH:6][CH:5]=[CH:4][C:3]=1[CH:8]([CH3:10])[CH3:9])[C:24]1[C:33]2[C:28](=[CH:29][CH:30]=[CH:31][CH:32]=2)[CH:27]=[CH:26][CH:25]=1)[C:21]([O:20][C:16]([CH3:19])([CH3:17])[CH3:18])=[O:36])#[N:35]. The catalyst class is: 356. (4) Reactant: [OH-].[K+].[CH2:3]([O:10][C:11]([NH:13][C@@H:14]([CH2:19][C:20]1[CH:25]=[CH:24][CH:23]=[CH:22][CH:21]=1)[C@H:15]([OH:18])[CH2:16]Cl)=[O:12])[C:4]1[CH:9]=[CH:8][CH:7]=[CH:6][CH:5]=1. Product: [CH2:3]([O:10][C:11]([NH:13][C@@H:14]([CH2:19][C:20]1[CH:25]=[CH:24][CH:23]=[CH:22][CH:21]=1)[C@@H:15]1[O:18][CH2:16]1)=[O:12])[C:4]1[CH:9]=[CH:8][CH:7]=[CH:6][CH:5]=1. The catalyst class is: 412. (5) Reactant: [Cl:1][C:2]1[C:11]([CH:12]=[O:13])=[CH:10][C:9]2[C:4](=[C:5]([CH3:14])[CH:6]=[CH:7][CH:8]=2)[N:3]=1.[CH3:15][Mg]Br.[NH4+].[Cl-]. Product: [Cl:1][C:2]1[C:11]([CH:12]([OH:13])[CH3:15])=[CH:10][C:9]2[C:4](=[C:5]([CH3:14])[CH:6]=[CH:7][CH:8]=2)[N:3]=1. The catalyst class is: 1.